Dataset: Full USPTO retrosynthesis dataset with 1.9M reactions from patents (1976-2016). Task: Predict the reactants needed to synthesize the given product. (1) Given the product [Cl:1][C:2]1[CH:7]=[CH:6][C:5]([CH:8]2[C:17]3[CH:16]=[C:15]([C:18]4[CH:19]=[CH:20][N:21]=[CH:22][CH:23]=4)[S:14][C:13]=3[C:12](=[O:24])[CH2:11][CH2:10][CH2:9]2)=[CH:4][CH:3]=1, predict the reactants needed to synthesize it. The reactants are: [Cl:1][C:2]1[CH:7]=[CH:6][C:5]([CH:8]2[C:17]3[CH:16]=[C:15]([C:18]4[CH:23]=[CH:22][N:21]=[CH:20][CH:19]=4)[S:14][C:13]=3[CH:12]([OH:24])[CH2:11][CH2:10][CH2:9]2)=[CH:4][CH:3]=1.C(Cl)Cl.CC(OI1(OC(C)=O)(OC(C)=O)OC(=O)C2C=CC=CC1=2)=O.C([O-])(O)=O.[Na+]. (2) Given the product [Cl:5][CH2:6][C:7]1[CH:15]=[CH:14][C:10]([C:11]([NH:39][C:37]2[N:34]([CH3:35])[C:33]3[CH:32]=[CH:31][C:19]([O:20][C:21]4[CH:26]=[CH:25][N:24]=[C:23]([C:27]([NH:3][CH3:2])=[O:28])[CH:22]=4)=[CH:18][C:17]=3[N:16]=2)=[O:12])=[CH:9][CH:8]=1, predict the reactants needed to synthesize it. The reactants are: [S-][C:2]#[N:3].[Na+].[Cl:5][CH2:6][C:7]1[CH:15]=[CH:14][C:10]([C:11](Cl)=[O:12])=[CH:9][CH:8]=1.[NH2:16][C:17]1[CH:18]=[C:19]([CH:31]=[CH:32][C:33]=1[NH:34][CH3:35])[O:20][C:21]1[CH:26]=[CH:25][N:24]=[C:23]([C:27](NC)=[O:28])[CH:22]=1.Cl.[CH2:37]([N:39]=C=NCCCN(C)C)C. (3) Given the product [CH3:1][C:2]1[CH:3]=[C:4]([CH3:12])[C:5]2[O:9][C:8]([NH:10][C:31]([NH:7][C:6]3[CH:11]=[CH:2][C:3]([B:21]4[O:22][C:23]([CH3:28])([CH3:29])[C:24]([CH3:26])([CH3:27])[O:25]4)=[CH:4][CH:5]=3)=[O:34])=[N:7][C:6]=2[CH:11]=1, predict the reactants needed to synthesize it. The reactants are: [CH3:1][C:2]1[CH:3]=[C:4]([CH3:12])[C:5]2[O:9][C:8]([NH2:10])=[N:7][C:6]=2[CH:11]=1.[CH3:28][C:23]1([CH3:29])[C:24]([CH3:27])([CH3:26])[O:25][B:21]([B:21]2[O:25][C:24]([CH3:27])([CH3:26])[C:23]([CH3:29])([CH3:28])[O:22]2)[O:22]1.[C:31]([O-:34])(=O)C.[K+].C(Cl)Cl. (4) Given the product [NH:8]1[CH2:13][CH2:12][CH:11]([N:14]2[CH2:18][CH2:17][CH2:16][C@H:15]2[CH2:19][O:20][C:21](=[O:28])[C:22]2[CH:23]=[CH:24][CH:25]=[CH:26][CH:27]=2)[CH2:10][CH2:9]1, predict the reactants needed to synthesize it. The reactants are: C(OC([N:8]1[CH2:13][CH2:12][CH:11]([N:14]2[CH2:18][CH2:17][CH2:16][C@H:15]2[CH2:19][O:20][C:21](=[O:28])[C:22]2[CH:27]=[CH:26][CH:25]=[CH:24][CH:23]=2)[CH2:10][CH2:9]1)=O)(C)(C)C.C(O)(C(F)(F)F)=O.C(=O)([O-])[O-].[Na+].[Na+]. (5) Given the product [CH3:11][O:10][C:6]1[CH:5]=[C:4]([CH:2]([NH2:14])[CH3:1])[CH:9]=[CH:8][CH:7]=1, predict the reactants needed to synthesize it. The reactants are: [CH3:1][C:2]([C:4]1[CH:9]=[CH:8][CH:7]=[C:6]([O:10][CH3:11])[CH:5]=1)=O.[H][H].[NH3:14]. (6) Given the product [Cl:58][C:59]1[CH:78]=[CH:77][C:62]([CH:63]=[C:64]2[CH2:65][CH2:66][N:67]([C:70]([O:72][C:73]([CH3:74])([CH3:75])[CH3:76])=[O:71])[CH2:68][CH2:69]2)=[CH:61][CH:60]=1, predict the reactants needed to synthesize it. The reactants are: [Br-].ClC1C=CC(C[P+](C2C=CC=CC=2)(C2C=CC=CC=2)C2C=CC=CC=2)=CC=1.[Br-].ClC1C=CC(C[P+](C2C=CC=CC=2)(C2C=CC=CC=2)C2C=CC=CC=2)=CC=1F.[Cl:58][C:59]1[CH:78]=[CH:77][C:62]([CH:63]=[C:64]2[CH2:69][CH2:68][N:67]([C:70]([O:72][C:73]([CH3:76])([CH3:75])[CH3:74])=[O:71])[CH2:66][CH2:65]2)=[CH:61][C:60]=1F.[Li]CCCC.O=C1CCN(C(OC(C)(C)C)=O)CC1.[Cl-].[NH4+]. (7) Given the product [Cl:16][C:13]1[CH:14]=[CH:15][C:6]([O:5][CH2:4][C:3]([OH:31])=[O:2])=[C:7]2[C:12]=1[N:11]=[C:10]([O:17][CH:18]([F:19])[F:20])[C:9]([CH2:21][C:22]1[CH:27]=[CH:26][C:25]([C:28]#[N:29])=[CH:24][CH:23]=1)=[C:8]2[CH3:30], predict the reactants needed to synthesize it. The reactants are: C[O:2][C:3](=[O:31])[CH2:4][O:5][C:6]1[CH:15]=[CH:14][C:13]([Cl:16])=[C:12]2[C:7]=1[C:8]([CH3:30])=[C:9]([CH2:21][C:22]1[CH:27]=[CH:26][C:25]([C:28]#[N:29])=[CH:24][CH:23]=1)[C:10]([O:17][CH:18]([F:20])[F:19])=[N:11]2.[OH-].[Li+].